Dataset: Forward reaction prediction with 1.9M reactions from USPTO patents (1976-2016). Task: Predict the product of the given reaction. (1) Given the reactants [C@@H:1]([NH:5][C:6]([C:8]1[C:16]2[C:11](=[N:12][CH:13]=[C:14]([O:17][C:18]3[CH:19]=[C:20]4[C:24](=[CH:25][CH:26]=3)[CH2:23][CH2:22][C@H:21]4[NH:27][C:28](=[O:30])[CH3:29])[N:15]=2)[N:10](COCC[Si](C)(C)C)[CH:9]=1)=[O:7])([CH2:3][CH3:4])[CH3:2].C(N)CN, predict the reaction product. The product is: [C@@H:1]([NH:5][C:6]([C:8]1[C:16]2[C:11](=[N:12][CH:13]=[C:14]([O:17][C:18]3[CH:19]=[C:20]4[C:24](=[CH:25][CH:26]=3)[CH2:23][CH2:22][C@H:21]4[NH:27][C:28](=[O:30])[CH3:29])[N:15]=2)[NH:10][CH:9]=1)=[O:7])([CH2:3][CH3:4])[CH3:2]. (2) Given the reactants [CH:1]([S:4]([C:7]1[CH:12]=[CH:11][CH:10]=[CH:9][C:8]=1[NH:13][C:14]1[N:24]=[C:23]([NH:25][C:26]2[CH:31]=[CH:30][C:29]([N:32]3[CH2:37][CH2:36][N:35](C(OC(C)(C)C)=O)[CH2:34][CH2:33]3)=[CH:28][C:27]=2[O:45][CH3:46])[C:17]2[C:18](=[O:22])[NH:19][N:20]=[CH:21][C:16]=2[CH:15]=1)(=[O:6])=[O:5])([CH3:3])[CH3:2].[F:47][C:48]([F:53])([F:52])[C:49]([OH:51])=[O:50], predict the reaction product. The product is: [CH3:46][O:45][C:27]1[CH:28]=[C:29]([N:32]2[CH2:37][CH2:36][NH:35][CH2:34][CH2:33]2)[CH:30]=[CH:31][C:26]=1[NH:25][C:23]1[C:17]2[C:18](=[O:22])[NH:19][N:20]=[CH:21][C:16]=2[CH:15]=[C:14]([NH:13][C:8]2[CH:9]=[CH:10][CH:11]=[CH:12][C:7]=2[S:4]([CH:1]([CH3:3])[CH3:2])(=[O:6])=[O:5])[N:24]=1.[F:47][C:48]([F:53])([F:52])[C:49]([O-:51])=[O:50]. (3) Given the reactants C(OC([NH:8][CH2:9][CH2:10][N:11]1[CH2:16][CH:15]([O:17][C:18]2[CH:23]=[CH:22][C:21]([Cl:24])=[C:20]([Cl:25])[CH:19]=2)[C:14]2[CH:26]=[CH:27][O:28][C:13]=2[CH2:12]1)=O)(C)(C)C.[ClH:29].C(OCC)(=O)C, predict the reaction product. The product is: [ClH:24].[ClH:29].[NH2:8][CH2:9][CH2:10][N:11]1[CH2:16][CH:15]([O:17][C:18]2[CH:23]=[CH:22][C:21]([Cl:24])=[C:20]([Cl:25])[CH:19]=2)[C:14]2[CH:26]=[CH:27][O:28][C:13]=2[CH2:12]1.